The task is: Regression. Given two drug SMILES strings and cell line genomic features, predict the synergy score measuring deviation from expected non-interaction effect.. This data is from NCI-60 drug combinations with 297,098 pairs across 59 cell lines. (1) Drug 1: CC1C(C(CC(O1)OC2CC(CC3=C2C(=C4C(=C3O)C(=O)C5=C(C4=O)C(=CC=C5)OC)O)(C(=O)CO)O)N)O.Cl. Drug 2: COC1=CC(=CC(=C1O)OC)C2C3C(COC3=O)C(C4=CC5=C(C=C24)OCO5)OC6C(C(C7C(O6)COC(O7)C8=CC=CS8)O)O. Cell line: MDA-MB-231. Synergy scores: CSS=55.1, Synergy_ZIP=0.0362, Synergy_Bliss=-0.238, Synergy_Loewe=-5.49, Synergy_HSA=1.00. (2) Drug 1: CC1OCC2C(O1)C(C(C(O2)OC3C4COC(=O)C4C(C5=CC6=C(C=C35)OCO6)C7=CC(=C(C(=C7)OC)O)OC)O)O. Drug 2: B(C(CC(C)C)NC(=O)C(CC1=CC=CC=C1)NC(=O)C2=NC=CN=C2)(O)O. Cell line: HOP-62. Synergy scores: CSS=23.7, Synergy_ZIP=-2.82, Synergy_Bliss=-1.35, Synergy_Loewe=-2.77, Synergy_HSA=-2.95. (3) Drug 1: CC1=CC=C(C=C1)C2=CC(=NN2C3=CC=C(C=C3)S(=O)(=O)N)C(F)(F)F. Drug 2: COC1=NC(=NC2=C1N=CN2C3C(C(C(O3)CO)O)O)N. Cell line: ACHN. Synergy scores: CSS=-1.17, Synergy_ZIP=4.30, Synergy_Bliss=10.8, Synergy_Loewe=-1.40, Synergy_HSA=-1.12. (4) Cell line: UACC62. Synergy scores: CSS=14.9, Synergy_ZIP=-3.12, Synergy_Bliss=-0.401, Synergy_Loewe=-13.3, Synergy_HSA=-0.890. Drug 2: C1=NC2=C(N1)C(=S)N=C(N2)N. Drug 1: CC1C(C(CC(O1)OC2CC(CC3=C2C(=C4C(=C3O)C(=O)C5=C(C4=O)C(=CC=C5)OC)O)(C(=O)CO)O)N)O.Cl. (5) Cell line: SK-MEL-5. Drug 1: CNC(=O)C1=CC=CC=C1SC2=CC3=C(C=C2)C(=NN3)C=CC4=CC=CC=N4. Drug 2: COC1=CC(=CC(=C1O)OC)C2C3C(COC3=O)C(C4=CC5=C(C=C24)OCO5)OC6C(C(C7C(O6)COC(O7)C8=CC=CS8)O)O. Synergy scores: CSS=15.1, Synergy_ZIP=-2.92, Synergy_Bliss=-2.80, Synergy_Loewe=-23.5, Synergy_HSA=-8.10. (6) Drug 1: CC1=C2C(C(=O)C3(C(CC4C(C3C(C(C2(C)C)(CC1OC(=O)C(C(C5=CC=CC=C5)NC(=O)OC(C)(C)C)O)O)OC(=O)C6=CC=CC=C6)(CO4)OC(=O)C)OC)C)OC. Drug 2: CN(CCCl)CCCl.Cl. Cell line: COLO 205. Synergy scores: CSS=61.0, Synergy_ZIP=-3.37, Synergy_Bliss=-3.54, Synergy_Loewe=-12.8, Synergy_HSA=-1.22. (7) Drug 1: C1C(C(OC1N2C=C(C(=O)NC2=O)F)CO)O. Drug 2: CC(C)CN1C=NC2=C1C3=CC=CC=C3N=C2N. Cell line: OVCAR-5. Synergy scores: CSS=21.9, Synergy_ZIP=-0.620, Synergy_Bliss=-1.28, Synergy_Loewe=-9.29, Synergy_HSA=-1.18. (8) Drug 1: C1CCC(C1)C(CC#N)N2C=C(C=N2)C3=C4C=CNC4=NC=N3. Drug 2: C1=CN(C=N1)CC(O)(P(=O)(O)O)P(=O)(O)O. Cell line: SF-268. Synergy scores: CSS=8.75, Synergy_ZIP=4.13, Synergy_Bliss=11.6, Synergy_Loewe=3.50, Synergy_HSA=7.51. (9) Drug 1: CC12CCC3C(C1CCC2=O)CC(=C)C4=CC(=O)C=CC34C. Drug 2: N.N.Cl[Pt+2]Cl. Cell line: MCF7. Synergy scores: CSS=24.2, Synergy_ZIP=2.78, Synergy_Bliss=5.87, Synergy_Loewe=2.08, Synergy_HSA=2.01. (10) Synergy scores: CSS=-13.7, Synergy_ZIP=9.77, Synergy_Bliss=7.04, Synergy_Loewe=-8.67, Synergy_HSA=-7.72. Drug 1: CC(C)(C#N)C1=CC(=CC(=C1)CN2C=NC=N2)C(C)(C)C#N. Drug 2: C1CN(P(=O)(OC1)NCCCl)CCCl. Cell line: COLO 205.